Task: Predict the reactants needed to synthesize the given product.. Dataset: Full USPTO retrosynthesis dataset with 1.9M reactions from patents (1976-2016) (1) The reactants are: C1(P(C2CCCCC2)C2CCCCC2)CCCCC1.C([O-])(=O)C.[K+].[B:34]1([B:34]2[O:38][C:37]([CH3:40])([CH3:39])[C:36]([CH3:42])([CH3:41])[O:35]2)[O:38][C:37]([CH3:40])([CH3:39])[C:36]([CH3:42])([CH3:41])[O:35]1.N#N.Br[C:46]1[CH:47]=[N:48][CH:49]=[C:50]([CH:56]=1)[C:51]([O:53][CH2:54][CH3:55])=[O:52]. Given the product [CH3:40][C:37]1([CH3:39])[C:36]([CH3:41])([CH3:42])[O:35][B:34]([C:46]2[CH:56]=[C:50]([C:51]([O:53][CH2:54][CH3:55])=[O:52])[CH:49]=[N:48][CH:47]=2)[O:38]1, predict the reactants needed to synthesize it. (2) Given the product [O:43]=[C:37]1[CH:36]([N:29]2[C:28](=[O:44])[C:27]3[C:31](=[CH:32][CH:33]=[CH:34][C:26]=3[CH2:25][NH:24][C:8]([C:6]3[CH:5]=[CH:4][CH:3]=[C:2]([CH3:1])[N:7]=3)=[O:10])[C:30]2=[O:35])[CH2:41][CH2:40][C:39](=[O:42])[NH:38]1, predict the reactants needed to synthesize it. The reactants are: [CH3:1][C:2]1[N:7]=[C:6]([C:8]([OH:10])=O)[CH:5]=[CH:4][CH:3]=1.C1N=CN(C(N2C=NC=C2)=O)C=1.Cl.[NH2:24][CH2:25][C:26]1[CH:34]=[CH:33][CH:32]=[C:31]2[C:27]=1[C:28](=[O:44])[N:29]([CH:36]1[CH2:41][CH2:40][C:39](=[O:42])[NH:38][C:37]1=[O:43])[C:30]2=[O:35].C(N(CC)CC)C. (3) Given the product [Br:1][C:2]1[CH:3]=[C:4]2[C:9](=[CH:10][CH:11]=1)[N:8]=[CH:7][C:6]([C:12]([CH:14]1[CH2:16][CH2:15]1)=[O:13])=[C:5]2[NH:25][CH:22]1[CH2:23][CH2:24][N:19]([CH3:18])[CH2:20][CH2:21]1, predict the reactants needed to synthesize it. The reactants are: [Br:1][C:2]1[CH:3]=[C:4]2[C:9](=[CH:10][CH:11]=1)[N:8]=[CH:7][C:6]([C:12]([CH:14]1[CH2:16][CH2:15]1)=[O:13])=[C:5]2Cl.[CH3:18][N:19]1[CH2:24][CH2:23][CH:22]([NH2:25])[CH2:21][CH2:20]1. (4) Given the product [F:18][C:15]1[CH:16]=[CH:17][C:12]([CH2:11][N:10]2[C:9]3[C:8](=[O:19])[N:7]([CH2:20][CH2:21][CH2:22][OH:23])[C:6](=[O:24])[N:5]([CH3:25])[C:4]=3[N:3]=[C:2]2[C:27]2[CH:32]=[CH:31][C:30]([CH3:33])=[CH:29][CH:28]=2)=[CH:13][CH:14]=1, predict the reactants needed to synthesize it. The reactants are: Br[C:2]1[N:10]([CH2:11][C:12]2[CH:17]=[CH:16][C:15]([F:18])=[CH:14][CH:13]=2)[C:9]2[C:8](=[O:19])[N:7]([CH2:20][CH2:21][CH2:22][OH:23])[C:6](=[O:24])[N:5]([CH3:25])[C:4]=2[N:3]=1.B(O)(O)[C:27]1[CH:28]=[CH:29][C:30]([CH3:33])=[CH:31][CH:32]=1.C(=O)([O-])[O-].[Na+].[Na+]. (5) Given the product [NH2:1][C:2]1[C:3]2[CH:14]=[C:13]([C:15]([F:18])([F:16])[F:17])[CH:12]=[CH:11][C:4]=2[S:5][C:6]=1[C:7]([OH:9])=[O:8], predict the reactants needed to synthesize it. The reactants are: [NH2:1][C:2]1[C:3]2[CH:14]=[C:13]([C:15]([F:18])([F:17])[F:16])[CH:12]=[CH:11][C:4]=2[S:5][C:6]=1[C:7]([O:9]C)=[O:8].O.[OH-].[Li+].O. (6) The reactants are: C([O:8][C:9]1[CH:10]=[CH:11][C:12]([C@@H:20]([OH:41])[CH2:21][NH:22][CH2:23][C@@H:24]2[CH2:28][CH2:27][CH2:26][N:25]2[CH2:29][CH2:30][CH2:31][O:32][CH2:33][CH2:34][C:35]2[CH:40]=[CH:39][CH:38]=[CH:37][CH:36]=2)=[C:13]2[C:18]=1[NH:17][C:16](=[O:19])[CH:15]=[CH:14]2)C1C=CC=CC=1. Given the product [OH:8][C:9]1[CH:10]=[CH:11][C:12]([C@@H:20]([OH:41])[CH2:21][NH:22][CH2:23][C@@H:24]2[CH2:28][CH2:27][CH2:26][N:25]2[CH2:29][CH2:30][CH2:31][O:32][CH2:33][CH2:34][C:35]2[CH:36]=[CH:37][CH:38]=[CH:39][CH:40]=2)=[C:13]2[C:18]=1[NH:17][C:16](=[O:19])[CH:15]=[CH:14]2, predict the reactants needed to synthesize it. (7) The reactants are: Cl[C:2]1[CH:11]=[N:10][C:9]2[C:4](=[CH:5][C:6]([O:12][CH3:13])=[CH:7][CH:8]=2)[N:3]=1.C(O[C:19](=O)[NH:20][CH:21]1[CH2:26][CH2:25][N:24]([CH2:27][CH:28]([CH:30]2[CH2:32][CH2:31]2)[OH:29])[CH2:23][CH2:22]1)(C)(C)C.[O:34]=[C:35]1[NH:40][C:39]2[CH:41]=[C:42](C=O)[CH:43]=[CH:44][C:38]=2[S:37][CH2:36]1. Given the product [CH:30]1([CH:28]([O:29][C:2]2[CH:11]=[N:10][C:9]3[C:4](=[CH:5][C:6]([O:12][CH3:13])=[CH:7][CH:8]=3)[N:3]=2)[CH2:27][N:24]2[CH2:23][CH2:22][CH:21]([NH:20][CH2:19][C:42]3[CH:43]=[CH:44][C:38]4[S:37][CH2:36][C:35](=[O:34])[NH:40][C:39]=4[CH:41]=3)[CH2:26][CH2:25]2)[CH2:31][CH2:32]1, predict the reactants needed to synthesize it. (8) Given the product [Cl:1][C:2]1[CH:3]=[CH:4][C:5]2[NH:11][C:10](=[O:12])[C@@H:9]([CH2:13][C:14]([O:16][CH3:33])=[O:15])[S:8][C@@H:7]([C:17]3[CH:22]=[CH:21][CH:20]=[C:19]([O:23][CH3:24])[C:18]=3[O:25][CH3:26])[C:6]=2[CH:27]=1, predict the reactants needed to synthesize it. The reactants are: [Cl:1][C:2]1[CH:3]=[CH:4][C:5]2[NH:11][C:10](=[O:12])[CH:9]([CH2:13][C:14]([OH:16])=[O:15])[S:8][CH:7]([C:17]3[CH:22]=[CH:21][CH:20]=[C:19]([O:23][CH3:24])[C:18]=3[O:25][CH3:26])[C:6]=2[CH:27]=1.S(=O)(=O)(O)O.[CH3:33]O.